From a dataset of Full USPTO retrosynthesis dataset with 1.9M reactions from patents (1976-2016). Predict the reactants needed to synthesize the given product. (1) The reactants are: N(C(N1CCCCC1)=O)=NC(N1CCCCC1)=O.C(P(CCCC)CCCC)CCC.[CH3:32]/[C:33](/[C:37]#[C:38][C:39]1[CH:44]=[CH:43][CH:42]=[CH:41][CH:40]=1)=[CH:34]/[CH2:35][OH:36].[CH2:45]([O:47][C@@H:48]([CH2:54][C:55]1[CH:60]=[CH:59][C:58](O)=[CH:57][CH:56]=1)[C:49]([O:51][CH2:52][CH3:53])=[O:50])[CH3:46]. Given the product [CH2:52]([O:51][C:49](=[O:50])[C@@H:48]([O:47][CH2:45][CH3:46])[CH2:54][C:55]1[CH:60]=[CH:59][C:58]([O:36][CH2:35]/[CH:34]=[C:33](/[CH3:32])\[C:37]#[C:38][C:39]2[CH:44]=[CH:43][CH:42]=[CH:41][CH:40]=2)=[CH:57][CH:56]=1)[CH3:53], predict the reactants needed to synthesize it. (2) Given the product [CH3:1][O:2][C:3](=[O:31])[C:4]1[CH:9]=[C:8]([O:10][C:11]2[CH:16]=[CH:15][C:14]([NH:17][S:38]([C:35]3[CH:36]=[CH:37][C:32]([CH3:42])=[CH:33][CH:34]=3)(=[O:40])=[O:39])=[C:13]([CH:18]=[CH2:19])[CH:12]=2)[CH:7]=[CH:6][C:5]=1[NH:20][S:21]([C:24]1[CH:25]=[CH:26][C:27]([CH3:30])=[CH:28][CH:29]=1)(=[O:23])=[O:22], predict the reactants needed to synthesize it. The reactants are: [CH3:1][O:2][C:3](=[O:31])[C:4]1[CH:9]=[C:8]([O:10][C:11]2[CH:16]=[CH:15][C:14]([NH2:17])=[C:13]([CH:18]=[CH2:19])[CH:12]=2)[CH:7]=[CH:6][C:5]=1[NH:20][S:21]([C:24]1[CH:29]=[CH:28][C:27]([CH3:30])=[CH:26][CH:25]=1)(=[O:23])=[O:22].[C:32]1([CH3:42])[CH:37]=[CH:36][C:35]([S:38](Cl)(=[O:40])=[O:39])=[CH:34][CH:33]=1.N1C=CC=CC=1. (3) Given the product [Cl:10][C:11]1[CH:12]=[C:13]([CH:28]=[CH:29][CH:30]=1)[O:14][C:15]1[CH:20]=[CH:19][C:18]([C:21]2[C:22]3=[N:27][S:6](=[O:8])(=[O:7])[CH2:5][CH2:4][N:23]3[CH:24]=[CH:25][CH:26]=2)=[CH:17][CH:16]=1, predict the reactants needed to synthesize it. The reactants are: [H-].[Na+].Cl[CH2:4][CH2:5][S:6](Cl)(=[O:8])=[O:7].[Cl:10][C:11]1[CH:12]=[C:13]([CH:28]=[CH:29][CH:30]=1)[O:14][C:15]1[CH:20]=[CH:19][C:18]([C:21]2[C:22]([NH2:27])=[N:23][CH:24]=[CH:25][CH:26]=2)=[CH:17][CH:16]=1.